This data is from Catalyst prediction with 721,799 reactions and 888 catalyst types from USPTO. The task is: Predict which catalyst facilitates the given reaction. (1) Reactant: [CH2:1]([N:8]1[CH2:13][CH2:12][CH:11]([N:14]2[C:19](=[O:20])[C:18]([CH2:21][C:22]3[CH:27]=[CH:26][C:25]([C:28]4[C:29]([C:34]#[N:35])=[CH:30][CH:31]=[CH:32][CH:33]=4)=[CH:24][CH:23]=3)=[C:17]([CH2:36][CH2:37][CH3:38])[N:16]3[N:39]=[CH:40][N:41]=[C:15]23)[CH2:10][CH2:9]1)[C:2]1C=CC=CC=1.O1CCCC1. Product: [CH2:1]([N:8]1[CH2:9][CH2:10][CH:11]([N:14]2[C:19](=[O:20])[C:18]([CH2:21][C:22]3[CH:27]=[CH:26][C:25]([C:28]4[C:29]([C:34]#[N:35])=[CH:30][CH:31]=[CH:32][CH:33]=4)=[CH:24][CH:23]=3)=[C:17]([CH2:36][CH2:37][CH3:38])[N:16]3[N:39]=[CH:40][N:41]=[C:15]23)[CH2:12][CH2:13]1)[CH3:2]. The catalyst class is: 349. (2) The catalyst class is: 3. Reactant: [H-].[Na+].Cl.[NH2:4][OH:5].F[C:7]1[CH:12]=[C:11]([O:13][CH3:14])[CH:10]=[CH:9][C:8]=1[C:15]([C:17]1[CH:22]=[CH:21][C:20]([O:23][CH3:24])=[CH:19][C:18]=1[CH3:25])=O.O. Product: [CH3:14][O:13][C:11]1[CH:10]=[CH:9][C:8]2[C:15]([C:17]3[CH:22]=[CH:21][C:20]([O:23][CH3:24])=[CH:19][C:18]=3[CH3:25])=[N:4][O:5][C:7]=2[CH:12]=1.